This data is from Forward reaction prediction with 1.9M reactions from USPTO patents (1976-2016). The task is: Predict the product of the given reaction. Given the reactants [OH:1][CH:2]1[CH:7]([C:8]2[CH:13]=[CH:12][C:11]([O:14][CH2:15][CH2:16][CH2:17][O:18][CH2:19][C:20]3[CH:24]=[CH:23][S:22][CH:21]=3)=[CH:10][CH:9]=2)[CH2:6][CH2:5][N:4]([C:25]([O:27][C:28]([CH3:31])([CH3:30])[CH3:29])=[O:26])[CH2:3]1.[CH2:32]([O:35][C:36]1[CH:45]=[CH:44][C:43]2[C:38](=[CH:39][C:40]([CH2:46]Cl)=[CH:41][CH:42]=2)[CH:37]=1)[CH:33]=[CH2:34], predict the reaction product. The product is: [CH2:32]([O:35][C:36]1[CH:37]=[C:38]2[C:43]([CH:42]=[CH:41][C:40]([CH2:46][O:1][CH:2]3[CH:7]([C:8]4[CH:9]=[CH:10][C:11]([O:14][CH2:15][CH2:16][CH2:17][O:18][CH2:19][C:20]5[CH:24]=[CH:23][S:22][CH:21]=5)=[CH:12][CH:13]=4)[CH2:6][CH2:5][N:4]([C:25]([O:27][C:28]([CH3:31])([CH3:30])[CH3:29])=[O:26])[CH2:3]3)=[CH:39]2)=[CH:44][CH:45]=1)[CH:33]=[CH2:34].